Dataset: CYP3A4 inhibition data for predicting drug metabolism from PubChem BioAssay. Task: Regression/Classification. Given a drug SMILES string, predict its absorption, distribution, metabolism, or excretion properties. Task type varies by dataset: regression for continuous measurements (e.g., permeability, clearance, half-life) or binary classification for categorical outcomes (e.g., BBB penetration, CYP inhibition). Dataset: cyp3a4_veith. (1) The compound is COc1ccc(NC(=O)CSc2nnc(C3CC3)n2-c2ccccc2)cc1. The result is 1 (inhibitor). (2) The compound is COc1ccc(COC(=O)N/N=C2/C[C@@H](O)[C@@H](O)[C@@H]3[C@@H]4C(=O)N(Cc5ccccc5)C(=O)[C@H]4CC[C@@H]23)cc1. The result is 0 (non-inhibitor). (3) The molecule is CC1=C(C)[N+](=O)C2(O)CCCCC2(C)N1[O-]. The result is 0 (non-inhibitor). (4) The drug is CCOCCn1c(CN(Cc2ccccc2)Cc2ccccc2)nc2c1c(=O)[nH]c(=O)n2C. The result is 1 (inhibitor). (5) The molecule is O=C(O)CCC(=O)c1ccc2ccc3cccc4ccc1c2c34. The result is 0 (non-inhibitor). (6) The compound is CCOc1ccc(-c2cc(CCCC(=O)Nc3cc(OC)ccc3OC)no2)cc1. The result is 1 (inhibitor). (7) The compound is COc1ccc(NC(=O)N2CCCC3(CCN(C(=O)c4cccn4C)CC3)C2)cc1. The result is 1 (inhibitor). (8) The molecule is COC(=O)N(C)c1ccccc1C(=O)N1CCOCC1. The result is 0 (non-inhibitor). (9) The molecule is O=C(O)c1ccccc1C(=O)NNc1ccc(F)cc1. The result is 1 (inhibitor).